This data is from Human liver microsome stability data. The task is: Regression/Classification. Given a drug SMILES string, predict its absorption, distribution, metabolism, or excretion properties. Task type varies by dataset: regression for continuous measurements (e.g., permeability, clearance, half-life) or binary classification for categorical outcomes (e.g., BBB penetration, CYP inhibition). Dataset: hlm. The result is 0 (unstable in human liver microsomes). The compound is O=C(c1ccc2c(c1)OCCO2)c1c[nH]c(-c2c[nH]c3ccccc23)n1.